This data is from Forward reaction prediction with 1.9M reactions from USPTO patents (1976-2016). The task is: Predict the product of the given reaction. (1) Given the reactants [Cl:1][C:2]1[N:3]=[C:4]([N:18]2[CH2:23][CH2:22][O:21][CH2:20][CH2:19]2)[C:5]2[S:10][C:9]([C:11]3[CH:12]=[C:13]([NH2:17])[CH:14]=[CH:15][CH:16]=3)=[CH:8][C:6]=2[N:7]=1.[CH3:24][O:25][CH2:26][C:27](Cl)=[O:28].C(N(CC)CC)C, predict the reaction product. The product is: [Cl:1][C:2]1[N:3]=[C:4]([N:18]2[CH2:23][CH2:22][O:21][CH2:20][CH2:19]2)[C:5]2[S:10][C:9]([C:11]3[CH:12]=[C:13]([NH:17][C:27](=[O:28])[CH2:26][O:25][CH3:24])[CH:14]=[CH:15][CH:16]=3)=[CH:8][C:6]=2[N:7]=1. (2) Given the reactants [NH2:1][C@H:2]([C:12]1[CH:17]=[CH:16][CH:15]=[CH:14][CH:13]=1)[C:3]([O:5][CH:6]1[CH2:11][CH2:10][CH2:9][CH2:8][CH2:7]1)=[O:4].[P:18](Cl)(Cl)(=[O:30])[O:19][C:20]1[C:29]2[C:24](=[CH:25][CH:26]=[CH:27][CH:28]=2)[CH:23]=[CH:22][CH:21]=1.C(Cl)[Cl:34], predict the reaction product. The product is: [Cl:34][C:21]1[CH:22]=[CH:23][C:24]2[C:29](=[CH:28][CH:27]=[CH:26][CH:25]=2)[C:20]=1[O:19][P:18](=[N:1][C@H:2]([C:12]1[CH:17]=[CH:16][CH:15]=[CH:14][CH:13]=1)[C:3]([O:5][CH:6]1[CH2:7][CH2:8][CH2:9][CH2:10][CH2:11]1)=[O:4])=[O:30]. (3) The product is: [CH:23]1[N:24]([C@@H:1]2[O:9][C@H:6]([CH2:7][OH:8])[C@@H:4]([OH:5])[C@H:2]2[OH:3])[C:25]([OH:28])=[C:21]([C:18]([NH2:19])=[O:20])[N:22]=1. Given the reactants [C@@H:1]1(N2C=CC(=O)NC2=O)[O:9][C@H:6]([CH2:7][OH:8])[C@@H:4]([OH:5])[C@H:2]1[OH:3].[C:18]([C:21]1[CH:25]=[N:24][C:23](=O)[N:22]=1)(=[O:20])[NH2:19].P([O-])([O-])([O-])=[O:28].[K+].[K+].[K+], predict the reaction product. (4) Given the reactants [F:1][C:2]1[CH:3]=[C:4]([CH:15]=[CH:16][CH:17]=1)[CH2:5][O:6][C:7]1[CH:14]=[CH:13][C:10]([CH:11]=[O:12])=[CH:9][CH:8]=1.[H-].[Al+3].[Li+].[H-].[H-].[H-].O.[OH-].[Na+], predict the reaction product. The product is: [F:1][C:2]1[CH:3]=[C:4]([CH:15]=[CH:16][CH:17]=1)[CH2:5][O:6][C:7]1[CH:14]=[CH:13][C:10]([CH2:11][OH:12])=[CH:9][CH:8]=1. (5) Given the reactants [C:1]([O:5][C:6]([NH:8][C@H:9]([CH2:12][C:13]1[CH:18]=[CH:17][CH:16]=[CH:15][CH:14]=1)[CH2:10][OH:11])=[O:7])([CH3:4])([CH3:3])[CH3:2].C(N(CC)CC)C.[C:26](Cl)(=[O:31])[C:27]([CH3:30])([CH3:29])[CH3:28], predict the reaction product. The product is: [C:26]([O:11][CH2:10][C@H:9]([NH:8][C:6]([O:5][C:1]([CH3:4])([CH3:2])[CH3:3])=[O:7])[CH2:12][C:13]1[CH:14]=[CH:15][CH:16]=[CH:17][CH:18]=1)(=[O:31])[C:27]([CH3:30])([CH3:29])[CH3:28]. (6) Given the reactants C(O)C.[O:4]([CH2:11][CH2:12][CH2:13][CH2:14][CH2:15][CH2:16][C:17]1[O:21][N:20]=[C:19]([C:22]([O:24]CC)=[O:23])[CH:18]=1)[C:5]1[CH:10]=[CH:9][CH:8]=[CH:7][CH:6]=1.[OH-].[K+], predict the reaction product. The product is: [O:4]([CH2:11][CH2:12][CH2:13][CH2:14][CH2:15][CH2:16][C:17]1[O:21][N:20]=[C:19]([C:22]([OH:24])=[O:23])[CH:18]=1)[C:5]1[CH:10]=[CH:9][CH:8]=[CH:7][CH:6]=1. (7) The product is: [C:11]([C:13]1[C:14]([O:20][CH3:21])=[N:15][C:16]([CH3:19])=[CH:17][CH:18]=1)#[N:12].[NH2:12][CH2:11][C:13]1[C:14]([O:20][CH3:21])=[N:15][C:16]([CH3:19])=[CH:17][CH:18]=1. Given the reactants ClC1C(C#N)=CC=C(C)N=1.[C:11]([C:13]1[C:14]([O:20][CH3:21])=[N:15][C:16]([CH3:19])=[CH:17][CH:18]=1)#[N:12], predict the reaction product.